The task is: Predict the product of the given reaction.. This data is from Forward reaction prediction with 1.9M reactions from USPTO patents (1976-2016). Given the reactants Br[C:2]1[C:3]([CH3:22])=[CH:4][C:5]([O:20][CH3:21])=[C:6]([CH:19]=1)[C:7]([NH:9][C:10]1([C:13]2[CH:18]=[CH:17][CH:16]=[CH:15][N:14]=2)[CH2:12][CH2:11]1)=[O:8].O1CCOCC1.[F:29][C:30]1[CH:35]=[CH:34][C:33]([C:36]2[O:37][C:38]3[CH:48]=[CH:47][C:46](B4OC(C)(C)C(C)(C)O4)=[CH:45][C:39]=3[C:40]=2[C:41]([NH:43][CH3:44])=[O:42])=[CH:32][CH:31]=1.C(=O)([O-])[O-].[Cs+].[Cs+], predict the reaction product. The product is: [F:29][C:30]1[CH:35]=[CH:34][C:33]([C:36]2[O:37][C:38]3[CH:48]=[CH:47][C:46]([C:2]4[CH:19]=[C:6]([C:7](=[O:8])[NH:9][C:10]5([C:13]6[CH:18]=[CH:17][CH:16]=[CH:15][N:14]=6)[CH2:12][CH2:11]5)[C:5]([O:20][CH3:21])=[CH:4][C:3]=4[CH3:22])=[CH:45][C:39]=3[C:40]=2[C:41]([NH:43][CH3:44])=[O:42])=[CH:32][CH:31]=1.